This data is from Full USPTO retrosynthesis dataset with 1.9M reactions from patents (1976-2016). The task is: Predict the reactants needed to synthesize the given product. (1) Given the product [C:48]([NH:47][C:37]1[N:38]=[C:39]([N:41]2[CH2:46][CH2:45][CH2:44][CH2:43][CH2:42]2)[S:40][C:36]=1[NH:35][C:16]([C:18]1[CH:19]=[CH:20][C:21]2[CH:22]=[C:23]3[C:30](=[O:31])[NH:29][CH2:28][C:27]4([CH2:32][CH2:33][CH2:34]4)[N:24]3[C:25]=2[CH:26]=1)=[O:17])(=[O:51])[CH:49]=[CH2:50], predict the reactants needed to synthesize it. The reactants are: C(N1CCOC2C=CC(N[C:16]([C:18]3[CH:19]=[CH:20][C:21]4[CH:22]=[C:23]5[C:30](=[O:31])[NH:29][CH2:28][C:27]6([CH2:34][CH2:33][CH2:32]6)[N:24]5[C:25]=4[CH:26]=3)=[O:17])=CC1=2)(=O)C=C.[NH2:35][C:36]1[S:40][C:39]([N:41]2[CH2:46][CH2:45][CH2:44][CH2:43][CH2:42]2)=[N:38][C:37]=1[NH:47][C:48](=[O:51])[CH:49]=[CH2:50]. (2) The reactants are: [OH:1][C:2]1[CH:11]=[C:10]2[C:5]([C:6]([O:12][C:13]3[CH:18]=[CH:17][C:16]([O:19][CH3:20])=[CH:15][C:14]=3[C:21](=[O:23])[CH3:22])=[CH:7][CH:8]=[N:9]2)=[CH:4][C:3]=1[O:24][CH3:25].Br[CH2:27][CH2:28][CH2:29][Cl:30].C(=O)([O-])[O-].[K+].[K+].O. Given the product [Cl:30][CH2:29][CH2:28][CH2:27][O:1][C:2]1[CH:11]=[C:10]2[C:5]([C:6]([O:12][C:13]3[CH:18]=[CH:17][C:16]([O:19][CH3:20])=[CH:15][C:14]=3[C:21](=[O:23])[CH3:22])=[CH:7][CH:8]=[N:9]2)=[CH:4][C:3]=1[O:24][CH3:25], predict the reactants needed to synthesize it. (3) Given the product [CH3:1][O:2][C:3](=[O:34])[CH:4]([C:9]1[CH:10]=[C:11]([C:23]2[CH:28]=[CH:27][C:26]([Cl:29])=[C:25]([C:30]([F:33])([F:31])[F:32])[CH:24]=2)[CH:12]=[C:13]([NH:40][C:39]2[CH:38]=[C:37]([C:36]([F:48])([F:49])[F:35])[CH:43]=[C:42]([C:44]([F:45])([F:46])[F:47])[CH:41]=2)[CH:14]=1)[CH2:5][CH:6]([CH3:8])[CH3:7], predict the reactants needed to synthesize it. The reactants are: [CH3:1][O:2][C:3](=[O:34])[CH:4]([C:9]1[CH:10]=[C:11]([C:23]2[CH:28]=[CH:27][C:26]([Cl:29])=[C:25]([C:30]([F:33])([F:32])[F:31])[CH:24]=2)[CH:12]=[C:13](OS(C(F)(F)F)(=O)=O)[CH:14]=1)[CH2:5][CH:6]([CH3:8])[CH3:7].[F:35][C:36]([F:49])([F:48])[C:37]1[CH:38]=[C:39]([CH:41]=[C:42]([C:44]([F:47])([F:46])[F:45])[CH:43]=1)[NH2:40].CC(C)([O-])C.[Na+].C(P(C1C=CC2C(=CC=CC=2)C=1C1C2C(=CC=CC=2)C=CC=1)C(C)(C)C)(C)(C)C. (4) Given the product [CH3:51][C:50]1[C:45]([C:28]2[CH:29]=[N:1][C:31]3[C:32]([NH:34][C:35]4[CH:36]=[CH:37][C:38]([C:41]([F:42])([F:44])[F:43])=[CH:39][CH:40]=4)=[N:33][C:24]([CH2:23][N:18]4[CH2:22][CH2:21][CH2:20][CH2:19]4)=[N:25][C:26]=3[CH:27]=2)=[N:46][CH:47]=[CH:48][CH:49]=1, predict the reactants needed to synthesize it. The reactants are: [NH2:1]C1C(C(N)=O)=NC=C(C2C(C)=CC=CN=2)C=1.[N:18]1([CH2:23][C:24]2[N:33]=[C:32]([NH:34][C:35]3[CH:40]=[CH:39][C:38]([C:41]([F:44])([F:43])[F:42])=[CH:37][CH:36]=3)[C:31]3[C:26](=[CH:27][C:28]([C:45]4[C:50]([C:51](F)(F)F)=[CH:49][CH:48]=[CH:47][N:46]=4)=[CH:29]C=3)[N:25]=2)[CH2:22][CH2:21][CH2:20][CH2:19]1.